From a dataset of NCI-60 drug combinations with 297,098 pairs across 59 cell lines. Regression. Given two drug SMILES strings and cell line genomic features, predict the synergy score measuring deviation from expected non-interaction effect. Cell line: MALME-3M. Synergy scores: CSS=11.3, Synergy_ZIP=-4.29, Synergy_Bliss=-1.18, Synergy_Loewe=-16.2, Synergy_HSA=-0.0361. Drug 1: CCC1=C2CN3C(=CC4=C(C3=O)COC(=O)C4(CC)O)C2=NC5=C1C=C(C=C5)O. Drug 2: C(CN)CNCCSP(=O)(O)O.